From a dataset of Full USPTO retrosynthesis dataset with 1.9M reactions from patents (1976-2016). Predict the reactants needed to synthesize the given product. (1) The reactants are: [C:1]([NH:4][C:5]1[CH:6]=[C:7]2[C:12](=[CH:13][C:14]=1[C:15]1[CH:16]=[N:17][N:18]([CH:20]3[CH2:22][CH2:21]3)[CH:19]=1)[N:11]([C:23]([O:25][CH:26]([CH3:28])[CH3:27])=[O:24])[CH2:10][C@H:9]([CH3:29])[N:8]2[C:30](=[O:32])[CH3:31])(=[O:3])C.[C:33](OC(=O)C)(=[O:35])C. Given the product [C:30]([N:8]1[C:7]2[C:12](=[CH:13][C:14]([C:15]3[CH:16]=[N:17][N:18]([CH:20]4[CH2:21][CH2:22]4)[CH:19]=3)=[C:5]([NH:4][C:1]([O:35][CH3:33])=[O:3])[CH:6]=2)[N:11]([C:23]([O:25][CH:26]([CH3:28])[CH3:27])=[O:24])[CH2:10][C@@H:9]1[CH3:29])(=[O:32])[CH3:31], predict the reactants needed to synthesize it. (2) Given the product [C:3]([C:2]([NH:1][C:24](=[S:25])[C:23]1[CH:22]=[CH:21][C:20]([C:19]([F:18])([F:29])[F:30])=[CH:28][CH:27]=1)([CH3:17])[CH2:5][N:6]1[N:10]=[C:9]2[CH:11]=[C:12]([Cl:16])[CH:13]=[C:14]([Cl:15])[C:8]2=[N:7]1)#[N:4], predict the reactants needed to synthesize it. The reactants are: [NH2:1][C:2]([CH3:17])([CH2:5][N:6]1[N:10]=[C:9]2[CH:11]=[C:12]([Cl:16])[CH:13]=[C:14]([Cl:15])[C:8]2=[N:7]1)[C:3]#[N:4].[F:18][C:19]([F:30])([F:29])[C:20]1[CH:28]=[CH:27][C:23]([C:24](Cl)=[S:25])=[CH:22][CH:21]=1.